This data is from Reaction yield outcomes from USPTO patents with 853,638 reactions. The task is: Predict the reaction yield, written as a fraction of the theoretical maximum amount of product (1.0 means a 100% yield; for example, 0.34 means a 34% yield). (1) The reactants are I[C:2]1[C:10]2[C:5](=[N:6][CH:7]=[C:8]([C:11]3[CH:12]=[C:13]([O:17]S(C4C=CC(C)=CC=4)(=O)=O)[CH:14]=[CH:15][CH:16]=3)[CH:9]=2)[N:4](S(C2C=CC(C)=CC=2)(=O)=O)[CH:3]=1.C1(C)C=CC=CC=1P(C1C=CC=CC=1C)C1C=CC=CC=1C.C(N(CC)CC)C.[CH:67]([C:69]1[CH:74]=[CH:73][CH:72]=[CH:71][N:70]=1)=[CH2:68]. The catalyst is C([O-])(=O)C.[Pd+2].C([O-])(=O)C.CN(C=O)C. The product is [N:70]1[CH:71]=[CH:72][CH:73]=[CH:74][C:69]=1[CH:67]=[CH:68][C:2]1[C:10]2[C:5](=[N:6][CH:7]=[C:8]([C:11]3[CH:12]=[C:13]([OH:17])[CH:14]=[CH:15][CH:16]=3)[CH:9]=2)[NH:4][CH:3]=1. The yield is 0.350. (2) The product is [C:17]([C:14]1[CH:15]=[C:16]2[C:11](=[CH:12][C:13]=1[O:19][CH2:20][CH2:21][O:22][CH3:23])[N:10]=[CH:9][CH:8]=[C:7]2[O:6][C:5]1[CH:4]=[CH:3][C:2]([NH:1][C:34]([NH:33][C:30]2[CH:31]=[CH:32][C:27]([F:26])=[CH:28][CH:29]=2)=[O:35])=[CH:25][CH:24]=1)#[N:18]. The catalyst is C1(C)C=CC=CC=1. The yield is 0.964. The reactants are [NH2:1][C:2]1[CH:25]=[CH:24][C:5]([O:6][C:7]2[C:16]3[C:11](=[CH:12][C:13]([O:19][CH2:20][CH2:21][O:22][CH3:23])=[C:14]([C:17]#[N:18])[CH:15]=3)[N:10]=[CH:9][CH:8]=2)=[CH:4][CH:3]=1.[F:26][C:27]1[CH:32]=[CH:31][C:30]([N:33]=[C:34]=[O:35])=[CH:29][CH:28]=1. (3) The reactants are C([O:5][C:6]([C:8]1[O:9][C:10]2[CH:17]=[CH:16][CH:15]=[C:14]([O:18][CH2:19][C:20]([O:22][CH3:23])=[O:21])[C:11]=2[C:12]=1[CH3:13])=[O:7])(C)(C)C.C(O)(C(F)(F)F)=O.C(Cl)Cl. No catalyst specified. The product is [CH3:23][O:22][C:20]([CH2:19][O:18][C:14]1[C:11]2[C:12]([CH3:13])=[C:8]([C:6]([OH:7])=[O:5])[O:9][C:10]=2[CH:17]=[CH:16][CH:15]=1)=[O:21]. The yield is 1.00. (4) The reactants are [CH2:1]([NH:3][C:4]1[CH:9]=[CH:8][C:7]([C:10]([O:19][Si:20]([CH2:25][CH3:26])([CH2:23][CH3:24])[CH2:21][CH3:22])([C:15]([F:18])([F:17])[F:16])[C:11]([F:14])([F:13])[F:12])=[CH:6][CH:5]=1)[CH3:2].[C:27]1([CH:33]2[CH2:35][O:34]2)[CH:32]=[CH:31][CH:30]=[CH:29][CH:28]=1.Cl([O-])(=O)(=O)=O.[Li+].[NH4+].[Cl-]. The catalyst is C(#N)C.CCOCC. The product is [CH2:1]([N:3]([C:4]1[CH:5]=[CH:6][C:7]([C:10]([O:19][Si:20]([CH2:21][CH3:22])([CH2:25][CH3:26])[CH2:23][CH3:24])([C:15]([F:16])([F:17])[F:18])[C:11]([F:12])([F:13])[F:14])=[CH:8][CH:9]=1)[CH:33]([C:27]1[CH:32]=[CH:31][CH:30]=[CH:29][CH:28]=1)[CH2:35][OH:34])[CH3:2]. The yield is 0.660. (5) The reactants are [CH3:1][O:2][C:3]1[CH:4]=[C:5]([C:19](=[O:21])[CH3:20])[CH:6]=[C:7]([O:17][CH3:18])[C:8]=1[O:9][Si:10]([C:13]([CH3:16])([CH3:15])[CH3:14])([CH3:12])[CH3:11].C([N-]C(C)C)(C)C.[Li+].[S:30]1[C:34]([C:35]2[C:36]([O:45][CH3:46])=[CH:37][C:38]([O:43][CH3:44])=[C:39]([CH:42]=2)[CH:40]=O)=[CH:33][C:32]2[CH:47]=[CH:48][CH:49]=[CH:50][C:31]1=2. The catalyst is O1CCCC1. The product is [S:30]1[C:34]([C:35]2[C:36]([O:45][CH3:46])=[CH:37][C:38]([O:43][CH3:44])=[C:39]([CH:40]=[CH:20][C:19]([C:5]3[CH:4]=[C:3]([O:2][CH3:1])[C:8]([O:9][Si:10]([C:13]([CH3:16])([CH3:14])[CH3:15])([CH3:11])[CH3:12])=[C:7]([O:17][CH3:18])[CH:6]=3)=[O:21])[CH:42]=2)=[CH:33][C:32]2[CH:47]=[CH:48][CH:49]=[CH:50][C:31]1=2. The yield is 0.200. (6) The reactants are [Br:1][C:2]1[CH:7]=[CH:6][C:5]([CH2:8][C:9](=[O:11])[CH3:10])=[CH:4][CH:3]=1.[CH3:12][Mg]Br. The catalyst is C(OCC)C. The product is [Br:1][C:2]1[CH:3]=[CH:4][C:5]([CH2:8][C:9]([CH3:12])([OH:11])[CH3:10])=[CH:6][CH:7]=1. The yield is 0.840. (7) The reactants are [O:1]1[CH:5]=[CH:4][C:3]([C:6](=O)[CH2:7][C:8]2[CH:13]=[CH:12][CH:11]=[CH:10][CH:9]=2)=[CH:2]1.[CH2:15]([O:17][C:18]1[CH:19]=[C:20]([CH:23]=[C:24]([N+:27]([O-:29])=[O:28])[C:25]=1[OH:26])[CH:21]=O)[CH3:16].[NH2:30][C:31]([NH2:33])=[O:32].Cl. The catalyst is CCO. The product is [CH2:15]([O:17][C:18]1[CH:19]=[C:20]([CH:21]2[C:7]([C:8]3[CH:13]=[CH:12][CH:11]=[CH:10][CH:9]=3)=[C:6]([C:3]3[CH:4]=[CH:5][O:1][CH:2]=3)[NH:33][C:31](=[O:32])[NH:30]2)[CH:23]=[C:24]([N+:27]([O-:29])=[O:28])[C:25]=1[OH:26])[CH3:16]. The yield is 0.110. (8) The reactants are [C:1](Cl)(=O)[C:2]([Cl:4])=[O:3].[O:7]=[C:8]1[CH2:12]C[CH:10](C(O)=O)[CH2:9]1. The catalyst is CN(C=O)C.ClCCl. The product is [O:7]=[C:8]1[CH2:9][CH2:10][CH:1]([C:2]([Cl:4])=[O:3])[CH2:12]1. The yield is 0.820.